Dataset: HIV replication inhibition screening data with 41,000+ compounds from the AIDS Antiviral Screen. Task: Binary Classification. Given a drug SMILES string, predict its activity (active/inactive) in a high-throughput screening assay against a specified biological target. The compound is CN(O)C(=O)c1ccc(OCc2cccc(Cl)c2)cc1. The result is 0 (inactive).